From a dataset of Reaction yield outcomes from USPTO patents with 853,638 reactions. Predict the reaction yield, written as a fraction of the theoretical maximum amount of product (1.0 means a 100% yield; for example, 0.34 means a 34% yield). (1) The reactants are C(N(CC)CC)C.O1CCCC1.[OH:13][CH2:14][C@@H:15]([NH:17][C:18](=[O:24])[O:19][C:20]([CH3:23])([CH3:22])[CH3:21])[CH3:16].[CH3:25][S:26](Cl)(=[O:28])=[O:27]. The catalyst is O. The product is [CH3:25][S:26]([O:13][CH2:14][C@@H:15]([NH:17][C:18]([O:19][C:20]([CH3:23])([CH3:22])[CH3:21])=[O:24])[CH3:16])(=[O:28])=[O:27]. The yield is 0.981. (2) The reactants are [CH3:1][C@@H:2]1[CH2:6][CH2:5][CH2:4][N:3]1[CH2:7][CH2:8][N:9]1[CH2:13][CH2:12][N:11]([CH:14]2[CH2:19][CH2:18][NH:17][CH2:16][CH2:15]2)[C:10]1=[C:20]([C:23]#[N:24])[C:21]#[N:22].C(=O)([O-])[O-].[K+].[K+].[CH:31](I)([CH3:33])[CH3:32].O. The catalyst is CN(C=O)C. The product is [CH:31]([N:17]1[CH2:18][CH2:19][CH:14]([N:11]2[CH2:12][CH2:13][N:9]([CH2:8][CH2:7][N:3]3[CH2:4][CH2:5][CH2:6][C@H:2]3[CH3:1])[C:10]2=[C:20]([C:21]#[N:22])[C:23]#[N:24])[CH2:15][CH2:16]1)([CH3:33])[CH3:32]. The yield is 0.192. (3) The reactants are [I:1]N1C(=O)CCC1=O.[CH3:9][C:10]1[N:15]([C:16]2[CH:21]=[CH:20][CH:19]=[C:18]([C:22]([F:25])([F:24])[F:23])[CH:17]=2)[C:14](=[O:26])[C:13]([C:27]([NH:29][CH2:30][C:31]2[CH:36]=[CH:35][C:34]([S:37]([CH3:40])(=[O:39])=[O:38])=[CH:33][CH:32]=2)=[O:28])=[CH:12][CH:11]=1.ClCCl. The catalyst is FC(F)(F)S(O)(=O)=O. The product is [I:1][C:11]1[CH:12]=[C:13]([C:27]([NH:29][CH2:30][C:31]2[CH:32]=[CH:33][C:34]([S:37]([CH3:40])(=[O:39])=[O:38])=[CH:35][CH:36]=2)=[O:28])[C:14](=[O:26])[N:15]([C:16]2[CH:21]=[CH:20][CH:19]=[C:18]([C:22]([F:25])([F:23])[F:24])[CH:17]=2)[C:10]=1[CH3:9]. The yield is 1.00. (4) The reactants are [C:1]([N:4]([CH2:36][C:37]1[CH:42]=[CH:41][CH:40]=[CH:39][CH:38]=1)[C:5]1[CH:15]=[C:14]([C:16]2[C:25]3[C:20](=[CH:21][C:22]([O:31][CH2:32][CH3:33])=[C:23]4[O:28][C:27]([CH3:30])([CH3:29])[CH2:26][C:24]4=3)[CH2:19][C:18]([CH3:35])([CH3:34])[N:17]=2)[CH:13]=[CH:12][C:6]=1[C:7]([O:9]CC)=[O:8])(=[O:3])[CH3:2].[OH-].[Na+]. The catalyst is CO. The product is [C:1]([N:4]([CH2:36][C:37]1[CH:38]=[CH:39][CH:40]=[CH:41][CH:42]=1)[C:5]1[CH:15]=[C:14]([C:16]2[C:25]3[C:20](=[CH:21][C:22]([O:31][CH2:32][CH3:33])=[C:23]4[O:28][C:27]([CH3:29])([CH3:30])[CH2:26][C:24]4=3)[CH2:19][C:18]([CH3:35])([CH3:34])[N:17]=2)[CH:13]=[CH:12][C:6]=1[C:7]([OH:9])=[O:8])(=[O:3])[CH3:2]. The yield is 0.520. (5) The reactants are [Si:1]([O:8][C@@H:9]1[C@@:29]2([CH3:30])[C:13](=[CH:14][CH:15]=[C:16]3[C@@H:28]2[CH2:27][CH2:26][C@@:25]2([CH3:31])[C@H:17]3[CH2:18][CH:19]=[C:20]2[C:21]([OH:24])([CH3:23])[CH3:22])[CH2:12][C@@H:11]([O:32][Si:33]([C:36]([CH3:39])([CH3:38])[CH3:37])([CH3:35])[CH3:34])[CH2:10]1)([C:4]([CH3:7])([CH3:6])[CH3:5])([CH3:3])[CH3:2].Br/[CH:41]=[CH:42]/[CH2:43][C:44]([CH2:55][CH3:56])([O:47][Si:48]([CH2:53][CH3:54])([CH2:51][CH3:52])[CH2:49][CH3:50])[CH2:45][CH3:46].[H-].[Na+].C1OCCOCCOCCOCCOC1. The catalyst is O1CCCC1. The product is [Si:1]([O:8][C@@H:9]1[C@@:29]2([CH3:30])[C:13](=[CH:14][CH:15]=[C:16]3[C@@H:28]2[CH2:27][CH2:26][C@@:25]2([CH3:31])[C@H:17]3[CH2:18][CH:19]=[C:20]2[C:21]([O:24]/[CH:41]=[CH:42]/[CH2:43][C:44]([CH2:55][CH3:56])([O:47][Si:48]([CH2:53][CH3:54])([CH2:49][CH3:50])[CH2:51][CH3:52])[CH2:45][CH3:46])([CH3:23])[CH3:22])[CH2:12][C@@H:11]([O:32][Si:33]([C:36]([CH3:39])([CH3:38])[CH3:37])([CH3:34])[CH3:35])[CH2:10]1)([C:4]([CH3:7])([CH3:6])[CH3:5])([CH3:3])[CH3:2]. The yield is 0.620.